Dataset: Experimentally validated miRNA-target interactions with 360,000+ pairs, plus equal number of negative samples. Task: Binary Classification. Given a miRNA mature sequence and a target amino acid sequence, predict their likelihood of interaction. (1) The miRNA is mmu-miR-24-3p with sequence UGGCUCAGUUCAGCAGGAACAG. The protein sequence of the target gene is MDFVMKQALGGATKDMGKMLGGEEEKDPDAQKKEEERQEALRQQEEERKAKHARMEAEREKVRQQIRDKYGLKKKEEKEAEEKAALEQPCEGSLTRPKKAIPAGCGDEEEEEEESILDTVLKYLPGPLQDMFKK. Result: 1 (interaction). (2) The miRNA is rno-miR-185-5p with sequence UGGAGAGAAAGGCAGUUCCUGA. The protein sequence of the target gene is MRKTNMWFLERLRGSGENGASRGEAGDKSSKGPLYSNVLTPDKIPDFFIPPKLPSGPTEAEGQADLGPSTSEQNLASPGPRRAPRSPRLPAKLASESRSLLKAATRHVIQIESAEDWTAEEATNADPQAQGAMSLPSVPKAQTSYGFATLAESPHTRRKESLFHSEHGALAQVGSPGAGRRRAGAKGNGGDGGSREVGGALMSPSRYFSGGESDTGSSAESSPFGSPLLSRSVSLLKGFAQDSQAKVSQLKQSVGRHGSLSADDSTPDTSPGVRRRLSRRATPEPGPESGQAPRGEHTVK.... Result: 0 (no interaction). (3) The miRNA is mmu-miR-6996-5p with sequence UGCACAGGACAGAGCACAGUC. The protein sequence of the target gene is MRAARAAPLLQLLLLLGPWLEAAGVAESPLPAVVLAILARNAEHSLPHYLGALERLDYPRARMALWCATDHNVDNTTEMLQEWLAAVGDDYAAVVWRPEGEPRFYPDEEGPKHWTKERHQFLMELKQEALTFARNWGADYILFADTDNILTNNQTLRLLMGQGLPVVAPMLDSQTYYSNFWCGITPQGYYRRTAEYFPTKNRQRRGCFRVPMVHSTFLASLRAEGADQLAFYPPHPNYTWPFDDIIVFAYACQAAGVSVHVCNEHRYGYMNVPVKSHQGLEDERVNFIHLILEALVDGPR.... Result: 0 (no interaction). (4) The miRNA is hsa-miR-3907 with sequence AGGUGCUCCAGGCUGGCUCACA. The protein sequence of the target gene is MTAHLPQEISSRCSTTNIMEPHSRRQQDGEEKMPLQAEDIRPEIKDDLYDPSYQDEEGPPPKLEYVWRNIIFMALLHVGALYGITLVPSCKVYTWLLGVFYNVVAGLGITAGAHRLWSHRTYKARLPLRIFLIMANTMAFQNDVYEWARDHRAHHKFSETHADPHNSRRGFFFSHVGWLLVRKHPAVKEKGKNLDMSDLKAEKLVMFQRRYYKLAVTLMFIILPTLVPWYLWGETFQHSLCVSNFLRYAVLLNFTWLVNSAAHLYGYRPYDRGIGARENPFVSMASLGEGFHNYHHTFPY.... Result: 0 (no interaction). (5) The miRNA is rno-miR-328a-3p with sequence CUGGCCCUCUCUGCCCUUCCGU. The protein sequence of the target gene is MAGPGPGAVLESPRQLLGRVRFLAEAARSLRAGRPLPAALAFVPREVLYKLYKDPAGPSRVLLPVWEAEGLGLRVGAAGPAPGTGSGPLRAARDSIELRRGACVRTTGEELCNGHGLWVKLTKEQLAEHLGDCGLQEGWLLVCRPAEGGARLVPIDTPNHLQRQQQLFGVDYRPVLRWEQVVDLTYSHRLGSRPQPAEAYAEAVQRLLYVPPTWTYECDEDLIHFLYDHLGKEDENLGSVKQYVESIDVSSYTEEFNVSCLTDSNADTYWESDGSQCQHWVRLTMKKGTIVKKLLLTVDT.... Result: 0 (no interaction). (6) The miRNA is hsa-miR-6738-3p with sequence CUUCUGCCUGCAUUCUACUCCCAG. The protein sequence of the target gene is MGEPQGSMRILVTGGSGLVGKAIQKVVADGAGLPGEDWVFVSSKDADLTDTAQTRALFEKVQPTHVIHLAAMVGGLFRNIKYNLDFWRKNVHMNDNVLHSAFEVGARKVVSCLSTCIFPDKTTYPIDETMIHNGPPHNSNFGYSYAKRMIDVQNRAYFQQYGCTFTAVIPTNVFGPHDNFNIEDGHVLPGLIHKVHLAKSSGSALTVWGTGNPRRQFIYSLDLAQLFIWVLREYNEVEPIILSVGEEDEVSIKEAAEAVVEAMDFHGEVTFDTTKSDGQFKKTASNSKLRTYLPDFRFTP.... Result: 0 (no interaction). (7) The miRNA is hsa-miR-5001-5p with sequence AGGGCUGGACUCAGCGGCGGAGCU. The protein sequence of the target gene is MATSEPAESDAVRAKEWEQLEPVQRDVYKDTKLENCSNPASMGNQDPKQDIVSVLEEEEPSSGKGKKASPSSLKKIARPKTAGTSAKLQQDDEHREEKQKSQSKLTKEVTLRKKSSNSKKSSEYGLLENKSLHSKHTPSEKKLLKSSSRGKNSNQNSDSLKKKPDTANDHRKSLSHSASDVNKDEIPTRKKCDKLPNNKLSDKGDKNQTSKKCEKVCRHSASHTKEDKIQTGEKRKSHCRTPSKPEKAPGSGKPYECNHCGKVLSHKQGLLDHQRTHTGEKPYECNECGIAFSQKSHLVV.... Result: 0 (no interaction). (8) The miRNA is cel-miR-240-3p with sequence UACUGGCCCCCAAAUCUUCGCU. The protein sequence of the target gene is MLVSGRRRLLTVLLQAQKWPFQPSRDMRLVQFRAPHLVGPHLGLETGNGGGVINLNAFDPTLPKTMTQFLEQGEATLSVARRALAAQLPVLPRSEVTFLAPVTRPDKVVCVGMNYVDHCKEQNVPVPKEPIIFSKFASSIVGPYDEVVLPPQSQEVDWEVELAVVIGKKGKHIKATDAMAHVAGFTVAHDVSARDWQMRRNGKQWLLGKTFDTFCPLGPALVTKDSVADPHNLKICCRVNGEVVQSGNTNQMVFKTEDLIAWVSQFVTFYPGDVILTGTPPGVGVFRKPPVFLKKGDEVQ.... Result: 0 (no interaction). (9) The miRNA is hsa-miR-718 with sequence CUUCCGCCCCGCCGGGCGUCG. The protein sequence of the target gene is MEPLGNWRSLRAPLPPMLLLLLLQVAGPVGALAETLLNAPRAMGTSSSPPSPASVVAPGTTLFEESRLPVFTLDYPHVQIPFEITLWILLASLAKIGFHLYHKLPTIVPESCLLIMVGLLLGGIIFGVDEKSPPAMKTDVFFLYLLPPIVLDAGYFMPTRPFFENIGTIFWYAVVGTLWNSIGIGVSLFGICQIEAFGLSDITLLQNLLFGSLISAVDPVAVLAVFENIHVNEQLYILVFGESLLNDAVTVVLYNLFKSFCQMKTIETIDVFAGIANFFVVGIGGVLIGIFLGFIAAFTT.... Result: 0 (no interaction).